Dataset: Catalyst prediction with 721,799 reactions and 888 catalyst types from USPTO. Task: Predict which catalyst facilitates the given reaction. Reactant: [Cl:1][C:2]1[N:12]=[C:11]2[C:5]([N:6]([CH3:14])[C:7](=[O:13])[CH2:8][CH2:9][NH:10]2)=[CH:4][N:3]=1.[H-].[Na+].Cl[CH:18]1[CH2:22][CH2:21][CH2:20][C:19]1=[O:23].[Cl-].[NH4+]. Product: [Cl:1][C:2]1[N:12]=[C:11]2[C:5]([N:6]([CH3:14])[C:7](=[O:13])[CH2:8][CH2:9][N:10]2[CH:18]2[CH2:22][CH2:21][CH2:20][C:19]2=[O:23])=[CH:4][N:3]=1. The catalyst class is: 44.